From a dataset of Forward reaction prediction with 1.9M reactions from USPTO patents (1976-2016). Predict the product of the given reaction. (1) The product is: [CH:1]1([C:14]2[CH:15]=[C:16]([CH:18]=[CH:19][C:20]=2[F:21])[NH2:17])[CH2:3][CH2:2]1. Given the reactants [CH:1]1(B(O)O)[CH2:3][CH2:2]1.P(=O)([O-])[O-].[K+].[K+].Br[C:14]1[CH:15]=[C:16]([CH:18]=[CH:19][C:20]=1[F:21])[NH2:17], predict the reaction product. (2) Given the reactants [CH:1]1([C:7]2[N:12]=[CH:11][N:10]=[C:9]([C:13]3[C:17]4[C:18]([NH:22][CH:23]([CH3:25])[CH3:24])=[N:19][CH:20]=[CH:21][C:16]=4[N:15](CC4C=CC(OC)=CC=4)[N:14]=3)[CH:8]=2)[CH2:6][CH2:5][CH2:4][CH2:3][CH2:2]1.C1(C2N=CN=C(C3C4C(NC(C)C)=NC=CC=4N(CC4C=CC(OC)=CC=4)N=3)C=2)CCCCC=1, predict the reaction product. The product is: [CH:1]1([C:7]2[N:12]=[CH:11][N:10]=[C:9]([C:13]3[C:17]4[C:18]([NH:22][CH:23]([CH3:25])[CH3:24])=[N:19][CH:20]=[CH:21][C:16]=4[NH:15][N:14]=3)[CH:8]=2)[CH2:2][CH2:3][CH2:4][CH2:5][CH2:6]1. (3) Given the reactants Br[C:2]1[CH:7]=[CH:6][N:5]2[C:8]([C:11]([NH:13][C:14]3[CH:22]=[CH:21][CH:20]=[C:19]4[C:15]=3[C:16]([CH2:31][CH3:32])=[N:17][N:18]4[CH2:23][C:24]3[CH:28]=[C:27]([CH3:29])[N:26]([CH3:30])[N:25]=3)=[O:12])=[CH:9][N:10]=[C:4]2[CH:3]=1.C1(P(C2CCCCC2)C2C=CC=CC=2C2[C:51]([O:52]C)=[CH:50][CH:49]=[C:48](S([O-])(=O)=O)[C:47]=2[O:58]C)CCCCC1.[Na+].C(=O)([O-])[O-].[K+].[K+].C(C1OC(B(O)O)=CC=1)=O, predict the reaction product. The product is: [CH3:30][N:26]1[C:27]([CH3:29])=[CH:28][C:24]([CH2:23][N:18]2[C:19]3[C:15](=[C:14]([NH:13][C:11]([C:8]4[N:5]5[CH:6]=[CH:7][C:2]([C:47]6[O:58][C:50]([CH:51]=[O:52])=[CH:49][CH:48]=6)=[CH:3][C:4]5=[N:10][CH:9]=4)=[O:12])[CH:22]=[CH:21][CH:20]=3)[C:16]([CH2:31][CH3:32])=[N:17]2)=[N:25]1. (4) Given the reactants [Cl:1][C:2]1[CH:8]=[CH:7][C:5]([NH2:6])=[C:4]([C:9]2[CH:14]=[C:13]([O:15][CH3:16])[N:12]=[CH:11][N:10]=2)[CH:3]=1.[F:17][C:18]([F:29])([F:28])[C:19](O[C:19](=[O:20])[C:18]([F:29])([F:28])[F:17])=[O:20], predict the reaction product. The product is: [Cl:1][C:2]1[CH:8]=[CH:7][C:5]([NH:6][C:19](=[O:20])[C:18]([F:29])([F:28])[F:17])=[C:4]([C:9]2[CH:14]=[C:13]([O:15][CH3:16])[N:12]=[CH:11][N:10]=2)[CH:3]=1. (5) Given the reactants [NH2:1][C:2]12[CH2:9][CH2:8][C:5]([CH2:10][CH2:11][N:12]3[C:21]4[C:16](=[N:17][CH:18]=[C:19]([O:22][CH2:23][CH2:24][OH:25])[CH:20]=4)[CH:15]=[CH:14][C:13]3=[O:26])([CH2:6][CH2:7]1)[O:4][CH2:3]2.[O:27]=[C:28]1[CH2:33][O:32][C:31]2[CH:34]=[CH:35][C:36]([CH:38]=O)=[N:37][C:30]=2[NH:29]1, predict the reaction product. The product is: [OH:25][CH2:24][CH2:23][O:22][C:19]1[CH:20]=[C:21]2[C:16]([CH:15]=[CH:14][C:13](=[O:26])[N:12]2[CH2:11][CH2:10][C:5]23[CH2:8][CH2:9][C:2]([NH:1][CH2:38][C:36]4[CH:35]=[CH:34][C:31]5[O:32][CH2:33][C:28](=[O:27])[NH:29][C:30]=5[N:37]=4)([CH2:7][CH2:6]2)[CH2:3][O:4]3)=[N:17][CH:18]=1. (6) Given the reactants [CH:1]([C:4]1[CH:5]=[CH:6][C:7]([NH:10][S:11]([C:14]2[CH:19]=[CH:18][C:17]([CH:20]=[CH2:21])=[CH:16][CH:15]=2)(=[O:13])=[O:12])=[N:8][CH:9]=1)([CH3:3])[CH3:2].[C:22](N=C(N(C)C)N(C)C)([CH3:25])([CH3:24])[CH3:23].BrCC(C)C, predict the reaction product. The product is: [CH2:23]([N:10]([C:7]1[CH:6]=[CH:5][C:4]([CH:1]([CH3:3])[CH3:2])=[CH:9][N:8]=1)[S:11]([C:14]1[CH:15]=[CH:16][C:17]([CH:20]=[CH2:21])=[CH:18][CH:19]=1)(=[O:12])=[O:13])[CH:22]([CH3:25])[CH3:24]. (7) Given the reactants O[CH2:2][CH2:3][N:4]([CH:36]([CH3:38])[CH3:37])[C:5]([C:7]1[C:12]([O:13][CH2:14][C:15]2[CH:20]=[CH:19][CH:18]=[CH:17][CH:16]=2)=[C:11]([OH:21])[N:10]=[C:9]([CH2:22][C:23]2([C:30]3[CH:35]=[CH:34][CH:33]=[CH:32][CH:31]=3)[CH2:28][CH2:27][C:26](=[O:29])[CH2:25][CH2:24]2)[N:8]=1)=[O:6].C1(P(C2C=CC=CC=2)C2C=CC=CC=2)C=CC=CC=1.N(C(OC(C)C)=O)=NC(OC(C)C)=O.CO, predict the reaction product. The product is: [CH2:14]([O:13][C:12]1[C:11](=[O:21])[N:10]=[C:9]([CH2:22][C:23]2([C:30]3[CH:31]=[CH:32][CH:33]=[CH:34][CH:35]=3)[CH2:28][CH2:27][C:26](=[O:29])[CH2:25][CH2:24]2)[N:8]2[CH2:2][CH2:3][N:4]([CH:36]([CH3:38])[CH3:37])[C:5](=[O:6])[C:7]=12)[C:15]1[CH:20]=[CH:19][CH:18]=[CH:17][CH:16]=1. (8) Given the reactants [F:1][C:2]1[C:7]([O:8][CH3:9])=[CH:6][C:5]([O:10][CH3:11])=[C:4]([F:12])[C:3]=1[N:13]1[CH2:18][C:17]2[CH:19]=[N:20][C:21]3[N:25](S(C4C=CC=CC=4)(=O)=O)[C:24]([C:35]([OH:37])=[O:36])=[CH:23][C:22]=3[C:16]=2[N:15]([CH3:38])[C:14]1=[O:39].CC(C)([O-])C.[K+], predict the reaction product. The product is: [F:1][C:2]1[C:7]([O:8][CH3:9])=[CH:6][C:5]([O:10][CH3:11])=[C:4]([F:12])[C:3]=1[N:13]1[CH2:18][C:17]2[CH:19]=[N:20][C:21]3[NH:25][C:24]([C:35]([OH:37])=[O:36])=[CH:23][C:22]=3[C:16]=2[N:15]([CH3:38])[C:14]1=[O:39]. (9) Given the reactants Cl[C:2]1[CH:3]=[C:4]2[N:11]([CH3:12])[C:10]([CH3:14])([CH3:13])[CH2:9][N:5]2[C:6](=[O:8])[N:7]=1.[Cl:15][C:16]1[S:20][C:19]([CH2:21][CH2:22][OH:23])=[CH:18][CH:17]=1.C([O-])([O-])=O.[Cs+].[Cs+], predict the reaction product. The product is: [Cl:15][C:16]1[S:20][C:19]([CH2:21][CH2:22][O:23][C:2]2[CH:3]=[C:4]3[N:11]([CH3:12])[C:10]([CH3:14])([CH3:13])[CH2:9][N:5]3[C:6](=[O:8])[N:7]=2)=[CH:18][CH:17]=1. (10) Given the reactants [Cl:1][C:2]1[CH:7]=[CH:6][C:5]([CH:8]([C:12]2[CH:17]=[CH:16][C:15]([Cl:18])=[CH:14][CH:13]=2)[C:9]([OH:11])=O)=[CH:4][CH:3]=1.[NH2:19][CH2:20][CH2:21][CH2:22][N:23]1[CH2:28][CH2:27][CH:26]([C:29]2[CH:30]=[C:31]([NH:35][C:36]([CH:38]3[CH2:40][CH2:39]3)=[O:37])[CH:32]=[CH:33][CH:34]=2)[CH2:25][CH2:24]1, predict the reaction product. The product is: [Cl:18][C:15]1[CH:16]=[CH:17][C:12]([CH:8]([C:5]2[CH:4]=[CH:3][C:2]([Cl:1])=[CH:7][CH:6]=2)[C:9]([NH:19][CH2:20][CH2:21][CH2:22][N:23]2[CH2:28][CH2:27][CH:26]([C:29]3[CH:30]=[C:31]([NH:35][C:36]([CH:38]4[CH2:40][CH2:39]4)=[O:37])[CH:32]=[CH:33][CH:34]=3)[CH2:25][CH2:24]2)=[O:11])=[CH:13][CH:14]=1.